From a dataset of Catalyst prediction with 721,799 reactions and 888 catalyst types from USPTO. Predict which catalyst facilitates the given reaction. (1) Reactant: [NH2:1][C:2]1[N:10]=[CH:9][N:8]=[C:7]2[C:3]=1[N:4]=[CH:5][N:6]2[CH2:11][C@H:12]([O:14][CH2:15][P:16](=[O:19])([O-:18])[O-])[CH3:13].S(Cl)(Cl)=O.[NH2:24][CH2:25][CH2:26][NH:27][C:28](=[O:48])[CH2:29][CH2:30][CH2:31]/[CH:32]=[CH:33]\[CH2:34]/[CH:35]=[CH:36]\[CH2:37]/[CH:38]=[CH:39]\[CH2:40]/[CH:41]=[CH:42]\[CH2:43]/[CH:44]=[CH:45]\[CH2:46][CH3:47].CCN([CH2:54][CH3:55])CC. Product: [NH2:1][C:2]1[N:10]=[CH:9][N:8]=[C:7]2[C:3]=1[N:4]=[CH:5][N:6]2[CH2:11][C@H:12]([O:14][CH2:15][P:16]([NH:24][CH2:25][CH2:26][NH:27][C:28](=[O:48])[CH2:29][CH2:30][CH2:31]/[CH:32]=[CH:33]\[CH2:34]/[CH:35]=[CH:36]\[CH2:37]/[CH:38]=[CH:39]\[CH2:40]/[CH:41]=[CH:42]\[CH2:43]/[CH:44]=[CH:45]\[CH2:46][CH3:47])(=[O:19])[O:18][C:55]1[CH:54]=[CH:31][CH:30]=[CH:29][CH:28]=1)[CH3:13]. The catalyst class is: 291. (2) Reactant: [CH2:1]1[O:11][C:10]2[CH:9]=[CH:8][C:5]([CH2:6][OH:7])=[CH:4][C:3]=2[O:2]1.[I:12]I. Product: [I:12][C:8]1[C:5]([CH2:6][OH:7])=[CH:4][C:3]2[O:2][CH2:1][O:11][C:10]=2[CH:9]=1. The catalyst class is: 22. (3) Reactant: [CH2:1]([O:3][C:4](=[O:16])[CH:5]([CH:11]1[CH2:15][CH2:14][CH2:13][CH2:12]1)[C:6]1[NH:10][N:9]=[N:8][N:7]=1)[CH3:2].C([O-])([O-])=O.[K+].[K+].[CH2:23](Br)[C:24]1[CH:29]=[CH:28][CH:27]=[CH:26][CH:25]=1. Product: [CH2:23]([N:8]1[N:9]=[N:10][C:6]([CH:5]([CH:11]2[CH2:12][CH2:13][CH2:14][CH2:15]2)[C:4]([O:3][CH2:1][CH3:2])=[O:16])=[N:7]1)[C:24]1[CH:29]=[CH:28][CH:27]=[CH:26][CH:25]=1. The catalyst class is: 21. (4) Reactant: [F:1][C:2]1[C:11]([CH:12]([CH3:17])[C:13]([NH:15][NH2:16])=O)=[C:10]([F:18])[CH:9]=[C:8]2[C:3]=1[CH:4]=[CH:5][CH:6]=[N:7]2.[Cl:19][C:20]1[N:21]=[N:22][C:23](Cl)=[CH:24][CH:25]=1. Product: [Cl:19][C:20]1[CH:25]=[CH:24][C:23]2[N:15]([C:13]([CH:12]([C:11]3[C:2]([F:1])=[C:3]4[C:8](=[CH:9][C:10]=3[F:18])[N:7]=[CH:6][CH:5]=[CH:4]4)[CH3:17])=[N:21][N:22]=2)[N:16]=1. The catalyst class is: 51. (5) Reactant: [Cl-].O[NH3+:3].[C:4](=[O:7])([O-])[OH:5].[Na+].CS(C)=O.[CH2:13]([C:17]1[N:18]([CH2:32][C:33]2[CH:38]=[CH:37][C:36]([C:39]3[C:40]([C:45]#[N:46])=[CH:41][CH:42]=[CH:43][CH:44]=3)=[CH:35][CH:34]=2)[C:19](=[O:31])[C:20]([C:24]2[C:25]([CH3:30])=[N:26][O:27][C:28]=2[CH3:29])=[C:21]([CH3:23])[N:22]=1)[CH2:14][CH2:15][CH3:16]. Product: [CH2:13]([C:17]1[N:18]([CH2:32][C:33]2[CH:34]=[CH:35][C:36]([C:39]3[CH:44]=[CH:43][CH:42]=[CH:41][C:40]=3[C:45]3[NH:3][C:4](=[O:7])[O:5][N:46]=3)=[CH:37][CH:38]=2)[C:19](=[O:31])[C:20]([C:24]2[C:25]([CH3:30])=[N:26][O:27][C:28]=2[CH3:29])=[C:21]([CH3:23])[N:22]=1)[CH2:14][CH2:15][CH3:16]. The catalyst class is: 6. (6) Reactant: [CH2:1]([O:3][C:4](=[O:15])[C:5]1[CH:10]=[CH:9][C:8](Cl)=[C:7]([N+:12]([O-:14])=[O:13])[CH:6]=1)[CH3:2].[CH3:16][O:17][CH2:18][CH2:19][NH2:20].C(=O)([O-])O.[Na+]. Product: [CH3:16][O:17][CH2:18][CH2:19][NH:20][C:8]1[CH:9]=[CH:10][C:5]([C:4]([O:3][CH2:1][CH3:2])=[O:15])=[CH:6][C:7]=1[N+:12]([O-:14])=[O:13]. The catalyst class is: 16.